From a dataset of Reaction yield outcomes from USPTO patents with 853,638 reactions. Predict the reaction yield, written as a fraction of the theoretical maximum amount of product (1.0 means a 100% yield; for example, 0.34 means a 34% yield). The yield is 0.890. The product is [CH3:6][C:7]1[NH:8][C:9]2[C:14]([C:15]=1[CH:21]=[O:22])=[CH:13][CH:12]=[CH:11][CH:10]=2. The reactants are O=P(Cl)(Cl)Cl.[CH3:6][C:7]1[NH:8][C:9]2[C:14]([CH:15]=1)=[CH:13][CH:12]=[CH:11][CH:10]=2.[OH-].[Na+].CN([CH:21]=[O:22])C. No catalyst specified.